This data is from Full USPTO retrosynthesis dataset with 1.9M reactions from patents (1976-2016). The task is: Predict the reactants needed to synthesize the given product. (1) Given the product [C:1]([C:5]1[CH:6]=[C:7]([CH:30]=[CH:31][CH:32]=1)[CH2:8][NH:9][C@@H:10]1[C@@H:15]([OH:16])[C@H:14]([CH2:17][C:18]2[CH:23]=[CH:22][C:21]([N+:24]([O-:26])=[O:25])=[C:20]([O:36][CH2:35][C:34]([F:38])([F:37])[F:33])[CH:19]=2)[CH2:13][S:12](=[O:29])(=[O:28])[CH2:11]1)([CH3:2])([CH3:3])[CH3:4], predict the reactants needed to synthesize it. The reactants are: [C:1]([C:5]1[CH:6]=[C:7]([CH:30]=[CH:31][CH:32]=1)[CH2:8][NH:9][C@@H:10]1[C@@H:15]([OH:16])[C@H:14]([CH2:17][C:18]2[CH:23]=[CH:22][C:21]([N+:24]([O-:26])=[O:25])=[C:20](F)[CH:19]=2)[CH2:13][S:12](=[O:29])(=[O:28])[CH2:11]1)([CH3:4])([CH3:3])[CH3:2].[F:33][C:34]([F:38])([F:37])[CH2:35][OH:36].C([O-])([O-])=O.[K+].[K+]. (2) The reactants are: [C:1]([C:4]1[C:9](=[O:10])[NH:8][C:7]([NH:11][CH:12]2[CH2:17][CH2:16][CH2:15][N:14](C(OC(C)(C)C)=O)[CH2:13]2)=[N:6][C:5]=1[NH:25][C:26]1[CH:31]=[CH:30][CH:29]=[CH:28][C:27]=1[S:32]([CH:35]([CH3:37])[CH3:36])(=[O:34])=[O:33])(=[O:3])[NH2:2].[ClH:38]. Given the product [ClH:38].[ClH:38].[CH:35]([S:32]([C:27]1[CH:28]=[CH:29][CH:30]=[CH:31][C:26]=1[NH:25][C:5]1[N:6]=[C:7]([NH:11][CH:12]2[CH2:17][CH2:16][CH2:15][NH:14][CH2:13]2)[NH:8][C:9](=[O:10])[C:4]=1[C:1]([NH2:2])=[O:3])(=[O:34])=[O:33])([CH3:37])[CH3:36], predict the reactants needed to synthesize it. (3) Given the product [CH:1]1([CH2:4][C:5]([O:7][CH2:14][C:15]2[CH:20]=[CH:19][CH:18]=[CH:17][CH:16]=2)=[O:6])[CH2:3][CH2:2]1, predict the reactants needed to synthesize it. The reactants are: [CH:1]1([CH2:4][C:5]([OH:7])=[O:6])[CH2:3][CH2:2]1.C([O-])([O-])=O.[K+].[K+].[CH2:14](Br)[C:15]1[CH:20]=[CH:19][CH:18]=[CH:17][CH:16]=1. (4) Given the product [CH2:29]1[C:19]2[N:20]3[CH:25]=[CH:24][CH:23]=[CH:22][C:21]3=[N:17][C:18]=2[CH2:26][CH2:27][N:28]1[CH:2]1[CH2:7][CH2:6][N:5]([C:8]([O:10][C:11]([CH3:14])([CH3:13])[CH3:12])=[O:9])[CH2:4][CH2:3]1, predict the reactants needed to synthesize it. The reactants are: O=[C:2]1[CH2:7][CH2:6][N:5]([C:8]([O:10][C:11]([CH3:14])([CH3:13])[CH3:12])=[O:9])[CH2:4][CH2:3]1.Cl.Cl.[N:17]1[C:18]([CH2:26][CH2:27][NH2:28])=[CH:19][N:20]2[CH:25]=[CH:24][CH:23]=[CH:22][C:21]=12.[CH2:29]1CCN2C(=NCCC2)CC1.C(O[BH-](OC(=O)C)OC(=O)C)(=O)C.[Na+]. (5) The reactants are: [CH:1]([OH:14])([C:8]1[CH:13]=[CH:12][CH:11]=[CH:10]C=1)C1C=CC=CC=1.[C:15]1(=[O:21])[CH2:20][CH2:19][CH2:18][CH2:17][CH2:16]1.ON1C(=O)C2=CC=CC=C2C1=O.N(C(C)(C)C#N)=NC(C)(C)C#N.O=O.FC(F)(F)C(O)C(F)(F)F.C1(C)C=CC(S(O)(=O)=O)=CC=1. Given the product [C:1]1(=[O:14])[O:21][CH2:10][CH2:11][CH2:12][CH2:13][CH2:8]1.[C:15]1(=[O:21])[CH2:20][CH2:19][CH2:18][CH2:17][CH2:16]1, predict the reactants needed to synthesize it. (6) The reactants are: O1[C:5]2([CH2:10][CH2:9][CH:8]([N:11]3[C:15]4=[N:16][CH:17]=[N:18][C:19]([NH2:20])=[C:14]4[C:13]([C:21]4[CH:26]=[CH:25][C:24]([O:27][C:28]5[N:33]=[CH:32][CH:31]=[CH:30][N:29]=5)=[CH:23][CH:22]=4)=[N:12]3)[CH2:7][CH2:6]2)[O:4]CC1.Cl. Given the product [NH2:20][C:19]1[N:18]=[CH:17][N:16]=[C:15]2[N:11]([CH:8]3[CH2:7][CH2:6][C:5](=[O:4])[CH2:10][CH2:9]3)[N:12]=[C:13]([C:21]3[CH:22]=[CH:23][C:24]([O:27][C:28]4[N:33]=[CH:32][CH:31]=[CH:30][N:29]=4)=[CH:25][CH:26]=3)[C:14]=12, predict the reactants needed to synthesize it. (7) Given the product [CH2:17]([O:16]/[CH:14]=[CH:15]/[C:6](=[O:11])[C:7]([F:8])([F:9])[F:10])[CH3:18], predict the reactants needed to synthesize it. The reactants are: [F:8][C:7]([F:10])([F:9])[C:6](O[C:6](=[O:11])[C:7]([F:10])([F:9])[F:8])=[O:11].[CH2:14]([O:16][CH:17]=[CH2:18])[CH3:15]. (8) Given the product [ClH:40].[CH3:1][N:2]1[C:6]([CH3:7])=[C:5]([C:8]2[N:17]=[C:16]([O:18][CH2:19][C@H:20]3[O:25][CH2:24][CH2:23][NH:22][CH2:21]3)[C:11]3=[N:12][CH:13]=[CH:14][N:15]=[C:10]3[CH:9]=2)[CH:4]=[N:3]1, predict the reactants needed to synthesize it. The reactants are: [CH3:1][N:2]1[C:6]([CH3:7])=[C:5]([C:8]2[N:17]=[C:16]([O:18][CH2:19][C@H:20]3[O:25][CH2:24][CH2:23][N:22](C(OC(C)(C)C)=O)[CH2:21]3)[C:11]3=[N:12][CH:13]=[CH:14][N:15]=[C:10]3[CH:9]=2)[CH:4]=[N:3]1.FC(F)(F)C(O)=O.[ClH:40].